This data is from NCI-60 drug combinations with 297,098 pairs across 59 cell lines. The task is: Regression. Given two drug SMILES strings and cell line genomic features, predict the synergy score measuring deviation from expected non-interaction effect. (1) Drug 1: C1=C(C(=O)NC(=O)N1)F. Drug 2: C1CNP(=O)(OC1)N(CCCl)CCCl. Cell line: HL-60(TB). Synergy scores: CSS=57.9, Synergy_ZIP=-4.73, Synergy_Bliss=-14.7, Synergy_Loewe=-24.8, Synergy_HSA=-12.7. (2) Drug 2: CC1=C(C(=O)C2=C(C1=O)N3CC4C(C3(C2COC(=O)N)OC)N4)N. Synergy scores: CSS=29.6, Synergy_ZIP=6.05, Synergy_Bliss=7.77, Synergy_Loewe=-13.7, Synergy_HSA=5.96. Cell line: OVCAR-8. Drug 1: CCCS(=O)(=O)NC1=C(C(=C(C=C1)F)C(=O)C2=CNC3=C2C=C(C=N3)C4=CC=C(C=C4)Cl)F. (3) Drug 1: CC1=CC2C(CCC3(C2CCC3(C(=O)C)OC(=O)C)C)C4(C1=CC(=O)CC4)C. Drug 2: CC1=C2C(C(=O)C3(C(CC4C(C3C(C(C2(C)C)(CC1OC(=O)C(C(C5=CC=CC=C5)NC(=O)C6=CC=CC=C6)O)O)OC(=O)C7=CC=CC=C7)(CO4)OC(=O)C)O)C)OC(=O)C. Cell line: CCRF-CEM. Synergy scores: CSS=22.5, Synergy_ZIP=2.40, Synergy_Bliss=3.55, Synergy_Loewe=-27.0, Synergy_HSA=4.25.